This data is from Forward reaction prediction with 1.9M reactions from USPTO patents (1976-2016). The task is: Predict the product of the given reaction. (1) The product is: [Cl:18][C:15]1[CH:16]=[CH:17][C:12]([S:9]([NH:8][C:7]2[C:2]([C:30]([C:31]3[C:32]([CH3:37])=[N:33][CH:34]=[CH:35][CH:36]=3)=[O:38])=[N:3][CH:4]=[C:5]([Cl:26])[CH:6]=2)(=[O:10])=[O:11])=[CH:13][C:14]=1[C:19]([F:21])([F:22])[F:20]. Given the reactants Br[C:2]1[C:7]([N:8](COC)[S:9]([C:12]2[CH:17]=[CH:16][C:15]([Cl:18])=[C:14]([C:19]([F:22])([F:21])[F:20])[CH:13]=2)(=[O:11])=[O:10])=[CH:6][C:5]([Cl:26])=[CH:4][N:3]=1.CON(C)[C:30](=[O:38])[C:31]1[CH:36]=[CH:35][CH:34]=[N:33][C:32]=1[CH3:37], predict the reaction product. (2) Given the reactants Cl.Cl[CH2:3][C:4]1[N:8]2[CH:9]=[CH:10][CH:11]=[CH:12][C:7]2=[N:6][C:5]=1[C:13]1[CH:18]=[CH:17][C:16]([Cl:19])=[CH:15][CH:14]=1.[O:20]1[CH2:25][C:24](=[O:26])[NH:23][C:22]2[CH:27]=[CH:28][CH:29]=[CH:30][C:21]1=2, predict the reaction product. The product is: [Cl:19][C:16]1[CH:17]=[CH:18][C:13]([C:5]2[N:6]=[C:7]3[CH:12]=[CH:11][CH:10]=[CH:9][N:8]3[C:4]=2[CH2:3][N:23]2[C:24](=[O:26])[CH2:25][O:20][C:21]3[CH:30]=[CH:29][CH:28]=[CH:27][C:22]2=3)=[CH:14][CH:15]=1. (3) Given the reactants [CH3:1][C:2]1[CH:7]=[CH:6][C:5](B(O)O)=[CH:4][C:3]=1[F:11].Br[C:13]1[CH:19]=[C:18]([F:20])[CH:17]=[CH:16][C:14]=1[NH2:15], predict the reaction product. The product is: [F:20][C:18]1[CH:17]=[CH:16][C:14]([NH2:15])=[C:13]([C:5]2[CH:6]=[CH:7][C:2]([CH3:1])=[C:3]([F:11])[CH:4]=2)[CH:19]=1. (4) The product is: [ClH:31].[Cl:31][C:26]1[CH:25]=[C:24]([N:13]([C:14]2[CH:19]=[CH:18][C:17]([S:20]([CH3:23])(=[O:22])=[O:21])=[CH:16][CH:15]=2)[C@H:10]2[CH2:11][CH2:12][NH:8][CH2:9]2)[CH:29]=[CH:28][C:27]=1[F:30]. Given the reactants C(OC([N:8]1[CH2:12][CH2:11][C@H:10]([N:13]([C:24]2[CH:29]=[CH:28][C:27]([F:30])=[C:26]([Cl:31])[CH:25]=2)[C:14]2[CH:19]=[CH:18][C:17]([S:20]([CH3:23])(=[O:22])=[O:21])=[CH:16][CH:15]=2)[CH2:9]1)=O)(C)(C)C.Cl.C(OCC)(=O)C, predict the reaction product.